Dataset: Full USPTO retrosynthesis dataset with 1.9M reactions from patents (1976-2016). Task: Predict the reactants needed to synthesize the given product. (1) Given the product [CH3:40][O:39][C:37]([C:36]1[N:25]=[CH:24][C:7]2[C:8](=[O:23])[N:9]([CH2:12][C:13]3[CH:18]=[CH:17][C:16]([O:19][CH3:20])=[CH:15][C:14]=3[O:21][CH3:22])[CH:10]=[CH:11][C:6]=2[C:4]=1[OH:3])=[O:38], predict the reactants needed to synthesize it. The reactants are: C([O:3][C:4]([C:6]1[CH:11]=[CH:10][N:9]([CH2:12][C:13]2[CH:18]=[CH:17][C:16]([O:19][CH3:20])=[CH:15][C:14]=2[O:21][CH3:22])[C:8](=[O:23])[C:7]=1[CH2:24][N:25]([CH2:36][C:37]([O:39][CH3:40])=[O:38])S(C1C=CC(C)=CC=1)(=O)=O)=O)C.C[O-].[Na+].Cl. (2) Given the product [NH2:20][C:8]1[CH:7]=[C:6]([C:4]([N:3]([CH2:23][CH3:24])[CH2:1][CH3:2])=[O:5])[CH:19]=[CH:18][C:9]=1[NH:10][CH2:11][CH2:12][C:13]([O:15][CH2:16][CH3:17])=[O:14], predict the reactants needed to synthesize it. The reactants are: [CH2:1]([N:3]([CH2:23][CH3:24])[C:4]([C:6]1[CH:19]=[CH:18][C:9]([NH:10][CH2:11][CH2:12][C:13]([O:15][CH2:16][CH3:17])=[O:14])=[C:8]([N+:20]([O-])=O)[CH:7]=1)=[O:5])[CH3:2]. (3) Given the product [CH2:15]([O:14][C:13]1[C:4]([CH2:1][CH:2]=[O:26])=[C:5]([C:22]([O:24][CH3:25])=[O:23])[CH:6]=[C:7]([CH:12]=1)[C:8]([O:10][CH3:11])=[O:9])[C:16]1[CH:21]=[CH:20][CH:19]=[CH:18][CH:17]=1, predict the reactants needed to synthesize it. The reactants are: [CH2:1]([C:4]1[C:13]([O:14][CH2:15][C:16]2[CH:21]=[CH:20][CH:19]=[CH:18][CH:17]=2)=[CH:12][C:7]([C:8]([O:10][CH3:11])=[O:9])=[CH:6][C:5]=1[C:22]([O:24][CH3:25])=[O:23])[CH:2]=C.[O:26]=[O+][O-]. (4) Given the product [C:16]1([C:22]([C:9]2[NH:8][C:7]([C:1]3[CH:2]=[CH:3][CH:4]=[CH:5][CH:6]=3)=[CH:11][CH:10]=2)=[O:30])[CH:21]=[CH:20][CH:19]=[CH:18][CH:17]=1, predict the reactants needed to synthesize it. The reactants are: [C:1]1([C:7]2[NH:8][CH:9]=[CH:10][CH:11]=2)[CH:6]=[CH:5][CH:4]=[CH:3][CH:2]=1.CC[Mg+].[Br-].[C:16]1([C:22](=[O:30])SC2C=CC=CN=2)[CH:21]=[CH:20][CH:19]=[CH:18][CH:17]=1. (5) Given the product [CH:24]1([C@:6]2([C:9]#[N:10])[CH2:7][CH2:8][N:4]([C:13]3[CH:18]=[C:17]([NH2:19])[N:16]=[C:15]([NH2:20])[CH:14]=3)[C:5]2=[O:11])[CH2:23][CH2:27]1, predict the reactants needed to synthesize it. The reactants are: C1([N:4]2[CH2:8][CH2:7][C@@H:6]([C:9]#[N:10])[C:5]2=[O:11])CC1.Br[C:13]1[CH:18]=[C:17]([NH2:19])[N:16]=[C:15]([NH2:20])[CH:14]=1.CN[CH2:23][CH2:24]NC.[C:27](=O)([O-])[O-].[K+].[K+]. (6) Given the product [OH:1][C:2]([CH3:35])([CH3:34])[CH2:3][C:4]1([C:28]2[CH:33]=[CH:32][CH:31]=[CH:30][CH:29]=2)[O:9][C:8](=[O:10])[NH:7][CH2:6][CH2:5]1, predict the reactants needed to synthesize it. The reactants are: [OH:1][C:2]([CH3:35])([CH3:34])[CH2:3][C@@:4]1([C:28]2[CH:33]=[CH:32][CH:31]=[CH:30][CH:29]=2)[O:9][C:8](=[O:10])[N:7]([C@H](C2C=CC(B3OC(C)(C)C(C)(C)O3)=CC=2)C)[CH2:6][CH2:5]1.BrC1C=CC(=O)N(C(F)F)C=1.C([O-])([O-])=O.[Cs+].[Cs+].O. (7) The reactants are: [Br:1][C:2]1[CH:7]=[CH:6][C:5](F)=[C:4]([N+:9]([O-])=O)[CH:3]=1.[CH3:12][O:13][CH2:14][CH2:15][NH:16][CH2:17][CH2:18][O:19][CH3:20].[H][H]. Given the product [NH2:9][C:4]1[CH:3]=[C:2]([Br:1])[CH:7]=[CH:6][C:5]=1[N:16]([CH2:17][CH2:18][O:19][CH3:20])[CH2:15][CH2:14][O:13][CH3:12], predict the reactants needed to synthesize it. (8) Given the product [CH2:1]([O:3][C:4]([C:6]1([CH2:22][CH2:23][NH2:24])[CH2:11][CH2:10][N:9]([S:12]([C:15]2[CH:20]=[CH:19][CH:18]=[CH:17][C:16]=2[Cl:21])(=[O:14])=[O:13])[CH2:8][CH2:7]1)=[O:5])[CH3:2], predict the reactants needed to synthesize it. The reactants are: [CH2:1]([O:3][C:4]([C:6]1([CH2:22][C:23]#[N:24])[CH2:11][CH2:10][N:9]([S:12]([C:15]2[CH:20]=[CH:19][CH:18]=[CH:17][C:16]=2[Cl:21])(=[O:14])=[O:13])[CH2:8][CH2:7]1)=[O:5])[CH3:2]. (9) Given the product [Cl:8][C:5]1[CH:6]=[CH:7][C:2]([C@@:26]2([O:47][CH3:18])[C@H:25]([OH:24])[C@@H:30]([OH:31])[C@H:29]([OH:36])[C@@H:28]([CH2:41][OH:42])[O:27]2)=[CH:3][C:4]=1[CH2:9][O:10][C:11]1[CH:16]=[CH:15][CH:14]=[CH:13][CH:12]=1, predict the reactants needed to synthesize it. The reactants are: Br[C:2]1[CH:7]=[CH:6][C:5]([Cl:8])=[C:4]([CH2:9][O:10][C:11]2[CH:16]=[CH:15][CH:14]=[CH:13][CH:12]=2)[CH:3]=1.[Li][CH2:18]CCC.C[Si](C)(C)[O:24][C@@H:25]1[C@@H:30]([O:31][Si](C)(C)C)[C@H:29]([O:36][Si](C)(C)C)[C@@H:28]([CH2:41][O:42][Si](C)(C)C)[O:27][C:26]1=[O:47].CS(O)(=O)=O.CCN(CC)CC.